Dataset: Full USPTO retrosynthesis dataset with 1.9M reactions from patents (1976-2016). Task: Predict the reactants needed to synthesize the given product. (1) Given the product [N:9]1([C:6]2[CH:7]=[CH:8][C:3]([OH:2])=[CH:4][CH:5]=2)[C:17]2[C:12](=[CH:13][CH:14]=[CH:15][CH:16]=2)[CH:11]=[N:10]1, predict the reactants needed to synthesize it. The reactants are: C[O:2][C:3]1[CH:8]=[CH:7][C:6]([N:9]2[C:17]3[C:12](=[CH:13][CH:14]=[CH:15][CH:16]=3)[CH:11]=[N:10]2)=[CH:5][CH:4]=1.B(Br)(Br)Br.C(=O)(O)[O-].[Na+]. (2) Given the product [CH3:10][N:1]1[C:9]2[C:4](=[CH:5][CH:6]=[CH:7][CH:8]=2)[CH2:3][CH2:2]1, predict the reactants needed to synthesize it. The reactants are: [NH:1]1[C:9]2[C:4](=[CH:5][CH:6]=[CH:7][CH:8]=2)[CH2:3][CH2:2]1.[C:10](O)(=O)C.C=O.C([BH3-])#N.[Na+].